This data is from Forward reaction prediction with 1.9M reactions from USPTO patents (1976-2016). The task is: Predict the product of the given reaction. (1) The product is: [CH2:11]([O:18][C:19]([N:21]1[CH2:26][CH2:25][CH:24]([CH:27]=[O:28])[CH2:23][CH2:22]1)=[O:20])[C:12]1[CH:17]=[CH:16][CH:15]=[CH:14][CH:13]=1. Given the reactants C(Cl)(=O)C(Cl)=O.CS(C)=O.[CH2:11]([O:18][C:19]([N:21]1[CH2:26][CH2:25][CH:24]([CH2:27][OH:28])[CH2:23][CH2:22]1)=[O:20])[C:12]1[CH:17]=[CH:16][CH:15]=[CH:14][CH:13]=1.C(N(CC)CC)C, predict the reaction product. (2) Given the reactants [CH3:1][O:2][C:3](=[O:30])[CH2:4][C:5]1[CH:10]=[CH:9][CH:8]=[C:7]([O:11][CH2:12][CH2:13][CH2:14][NH:15][CH2:16][CH:17]([C:24]2[CH:29]=[CH:28][CH:27]=[CH:26][CH:25]=2)[C:18]2[CH:23]=[CH:22][CH:21]=[CH:20][CH:19]=2)[CH:6]=1.[C:31]([C:35]1[CH:36]=[C:37]([CH:40]=[C:41]([C:43]([CH3:46])([CH3:45])[CH3:44])[CH:42]=1)[CH2:38]Br)([CH3:34])([CH3:33])[CH3:32].C(=O)([O-])[O-].[K+].[K+], predict the reaction product. The product is: [CH3:1][O:2][C:3](=[O:30])[CH2:4][C:5]1[CH:10]=[CH:9][CH:8]=[C:7]([O:11][CH2:12][CH2:13][CH2:14][N:15]([CH2:16][CH:17]([C:24]2[CH:29]=[CH:28][CH:27]=[CH:26][CH:25]=2)[C:18]2[CH:19]=[CH:20][CH:21]=[CH:22][CH:23]=2)[CH2:38][C:37]2[CH:36]=[C:35]([C:31]([CH3:33])([CH3:32])[CH3:34])[CH:42]=[C:41]([C:43]([CH3:46])([CH3:45])[CH3:44])[CH:40]=2)[CH:6]=1. (3) Given the reactants C1([C@@H]2C[C@H:8]2[C:10]([NH2:12])=O)C=CC=CC=1.B.[CH2:14]1[CH2:18]O[CH2:16][CH2:15]1.[ClH:19].[CH3:20]COCC.[CH2:25]1[CH2:29]OC[CH2:26]1, predict the reaction product. The product is: [ClH:19].[C:14]1([C@@H:18]2[CH2:8][C@H:10]2[NH:12][CH3:20])[CH:29]=[CH:25][CH:26]=[CH:16][CH:15]=1. (4) Given the reactants C(=O)([O-])[O-].[Na+].[Na+].Cl[C:8]1[N:13]=[CH:12][C:11]([C:14]2([C:17]([O:19][CH2:20][CH3:21])=[O:18])[CH2:16][CH2:15]2)=[CH:10][CH:9]=1.[C:22]1(B(O)O)[CH:27]=[CH:26][CH:25]=[CH:24][CH:23]=1.C(OCC)(=O)C, predict the reaction product. The product is: [C:22]1([C:8]2[N:13]=[CH:12][C:11]([C:14]3([C:17]([O:19][CH2:20][CH3:21])=[O:18])[CH2:16][CH2:15]3)=[CH:10][CH:9]=2)[CH:27]=[CH:26][CH:25]=[CH:24][CH:23]=1. (5) Given the reactants C1C2C3C=C4C(C=C5C(=C4)C=CC=C5)=CC=3SC=2C=CC=1.[CH:22]1[C:30]2[C:29]3[CH:31]=[CH:32][CH:33]=[CH:34][C:28]=3[S:27][C:26]=2[CH:25]=[CH:24][CH:23]=1.[C:35]1(=O)[O:40][C:38](=[O:39])[C:37]2=[CH:41][CH:42]=[CH:43][CH:44]=[C:36]12.[Cl-].[Al+3].[Cl-].[Cl-].P(Cl)(Cl)(Cl)(Cl)Cl, predict the reaction product. The product is: [CH:31]1[C:29]2[C:30]3[CH:22]=[C:23]4[C:24]([C:35](=[O:40])[C:36]5[CH:44]=[CH:43][CH:42]=[CH:41][C:37]=5[C:38]4=[O:39])=[CH:25][C:26]=3[S:27][C:28]=2[CH:34]=[CH:33][CH:32]=1. (6) Given the reactants [NH2:1][C:2]1[CH:7]=[N:6][CH:5]=[CH:4][N:3]=1.[N+:8]([C:10]1[CH:19]=[CH:18][C:13]2[O:14][CH2:15][CH2:16][O:17][C:12]=2[CH:11]=1)#[C-:9].[F:20][C:21]1[CH:26]=[C:25]([CH:27]=O)[CH:24]=[CH:23][N:22]=1.[Cl-].[In+3].[Cl-].[Cl-], predict the reaction product. The product is: [O:14]1[CH2:15][CH2:16][O:17][C:12]2[CH:11]=[C:10]([NH:8][C:9]3[N:3]4[CH:4]=[CH:5][N:6]=[CH:7][C:2]4=[N:1][C:27]=3[C:25]3[CH:24]=[CH:23][N:22]=[C:21]([F:20])[CH:26]=3)[CH:19]=[CH:18][C:13]1=2. (7) Given the reactants [CH3:1][O:2][C:3]1[N:8]=[C:7]2[NH:9][N:10]=[CH:11][C:6]2=[CH:5][C:4]=1[NH:12][C:13]1[C:14]2[C:21]3[CH2:22][CH2:23][C@H:24]([C:26]([OH:28])=O)[CH2:25][C:20]=3[S:19][C:15]=2[N:16]=[CH:17][N:18]=1.[CH3:29][NH:30][CH3:31], predict the reaction product. The product is: [CH3:1][O:2][C:3]1[N:8]=[C:7]2[NH:9][N:10]=[CH:11][C:6]2=[CH:5][C:4]=1[NH:12][C:13]1[C:14]2[C:21]3[CH2:22][CH2:23][C@H:24]([C:26]([N:30]([CH3:31])[CH3:29])=[O:28])[CH2:25][C:20]=3[S:19][C:15]=2[N:16]=[CH:17][N:18]=1.